Task: Predict the reaction yield, written as a fraction of the theoretical maximum amount of product (1.0 means a 100% yield; for example, 0.34 means a 34% yield).. Dataset: Reaction yield outcomes from USPTO patents with 853,638 reactions (1) The reactants are [OH:1][C:2]1[CH:7]=[CH:6][C:5]([C:8]2[C:12]([NH:13][C:14](=[O:25])[O:15][CH:16]([C:18]3[CH:23]=[CH:22][CH:21]=[CH:20][C:19]=3[Cl:24])[CH3:17])=[CH:11][O:10][N:9]=2)=[CH:4][CH:3]=1.C(=O)([O-])[O-].[K+].[K+].Br[CH2:33][CH2:34][CH2:35][CH2:36][C:37]([O:39][CH2:40][CH3:41])=[O:38].O. The catalyst is CN(C)C=O. The product is [Cl:24][C:19]1[CH:20]=[CH:21][CH:22]=[CH:23][C:18]=1[CH:16]([O:15][C:14]([NH:13][C:12]1[C:8]([C:5]2[CH:4]=[CH:3][C:2]([O:1][CH2:33][CH2:34][CH2:35][CH2:36][C:37]([O:39][CH2:40][CH3:41])=[O:38])=[CH:7][CH:6]=2)=[N:9][O:10][CH:11]=1)=[O:25])[CH3:17]. The yield is 0.550. (2) The reactants are [CH2:1]([O:3][C:4]1[CH:9]=[C:8]([CH:10]([OH:17])[C:11]2[CH:16]=[CH:15][CH:14]=[CH:13][N:12]=2)[CH:7]=[CH:6][C:5]=1[OH:18])[CH3:2].Br[CH2:20][C:21]([O:23][CH2:24][CH3:25])=[O:22].C(=O)([O-])[O-].[K+].[K+].O. The catalyst is CN(C)C=O. The product is [CH2:1]([O:3][C:4]1[CH:9]=[C:8]([CH:10]([OH:17])[C:11]2[CH:16]=[CH:15][CH:14]=[CH:13][N:12]=2)[CH:7]=[CH:6][C:5]=1[O:18][CH2:20][C:21]([O:23][CH2:24][CH3:25])=[O:22])[CH3:2]. The yield is 0.840. (3) The reactants are [CH2:1]([O:3][C@@H:4]1[C@@H:9]([O:10][CH3:11])[C@H:8]([CH3:12])[O:7][CH:6]([OH:13])[C@@H:5]1[O:14][CH3:15])[CH3:2].[Br:16][C:17]1[CH:22]=[CH:21][C:20]([N:23]=[C:24]=[O:25])=[CH:19][CH:18]=1.C([O-])([O-])=O.[Cs+].[Cs+]. The catalyst is CC#N. The product is [Br:16][C:17]1[CH:22]=[CH:21][C:20]([NH:23][C:24](=[O:25])[O:13][C@H:6]2[C@H:5]([O:14][CH3:15])[C@H:4]([O:3][CH2:1][CH3:2])[C@@H:9]([O:10][CH3:11])[C@H:8]([CH3:12])[O:7]2)=[CH:19][CH:18]=1. The yield is 0.660. (4) The reactants are [CH2:1]([O:7][C:8]1[CH:29]=[CH:28][C:11]([C:12]([O:14][CH2:15][C:16]([C:18]2[CH:23]=[CH:22][C:21]([C:24]([O:26][CH3:27])=[O:25])=[CH:20][CH:19]=2)=O)=O)=[CH:10][CH:9]=1)[CH2:2][CH2:3][CH2:4][CH2:5][CH3:6].C([NH2:33])(=O)C.B(F)(F)F. No catalyst specified. The product is [CH2:1]([O:7][C:8]1[CH:29]=[CH:28][C:11]([C:12]2[O:14][CH:15]=[C:16]([C:18]3[CH:23]=[CH:22][C:21]([C:24]([O:26][CH3:27])=[O:25])=[CH:20][CH:19]=3)[N:33]=2)=[CH:10][CH:9]=1)[CH2:2][CH2:3][CH2:4][CH2:5][CH3:6]. The yield is 0.180. (5) The reactants are [NH2:1][C:2]1[CH:10]=[C:6]([C:7]([OH:9])=[O:8])[C:5]([OH:11])=[CH:4][CH:3]=1.[F:12][C:13]1[C:18]([CH2:19]Br)=[C:17]([F:21])[C:16]([F:22])=[C:15]([F:23])[C:14]=1[F:24]. No catalyst specified. The product is [F:12][C:13]1[C:18]([CH2:19][NH:1][C:2]2[CH:10]=[C:6]([C:7]([OH:9])=[O:8])[C:5]([OH:11])=[CH:4][CH:3]=2)=[C:17]([F:21])[C:16]([F:22])=[C:15]([F:23])[C:14]=1[F:24]. The yield is 0.600. (6) The reactants are [N:1]([C:4]1[CH:11]=[CH:10][C:7]([C:8]#[N:9])=[C:6]([CH3:12])[N:5]=1)=[C:2]=S.C(N(CC)CC)C.Cl.Cl.[NH2:22][CH2:23][C:24]1([OH:32])[CH:29]2[CH2:30][CH2:31][N:26]([CH2:27][CH2:28]2)[CH2:25]1.C(N=C=NC(C)C)(C)C. The catalyst is CN(C)C=O. The product is [N:26]12[CH2:31][CH2:30][CH:29]([CH2:28][CH2:27]1)[C@@:24]1([O:32][C:2]([NH:1][C:4]3[CH:11]=[CH:10][C:7]([C:8]#[N:9])=[C:6]([CH3:12])[N:5]=3)=[N:22][CH2:23]1)[CH2:25]2. The yield is 0.210. (7) The reactants are [NH2:1][C:2]1[CH:7]=[CH:6][N:5]=[CH:4][C:3]=1[CH2:8][CH:9]([C:11]1[C:12](F)=[N:13][CH:14]=[CH:15][CH:16]=1)[OH:10].CC(C)([O-])C.[K+].[Na+].[Cl-].O.Cl. The catalyst is C1COCC1. The product is [N:13]1[C:12]2[NH:1][C:2]3[CH:7]=[CH:6][N:5]=[CH:4][C:3]=3[CH2:8][CH:9]([OH:10])[C:11]=2[CH:16]=[CH:15][CH:14]=1. The yield is 0.890. (8) The reactants are Cl[C:2]1[CH:11]=[CH:10][N:9]=[C:8]2[C:3]=1[C:4]1[CH:16]=[CH:15][CH:14]=[CH:13][C:5]=1[C:6](=[O:12])[NH:7]2.[OH:17][C:18]1[CH:23]=[CH:22][C:21](NC(=O)C)=[CH:20][CH:19]=1.C(=O)([O-])[O-].[K+].[K+].C[N:35]([CH:37]=[O:38])C. The catalyst is CO. The product is [O:12]=[C:6]1[C:5]2[CH:13]=[CH:14][CH:15]=[CH:16][C:4]=2[C:3]2[C:8](=[N:9][CH:10]=[CH:11][C:2]=2[O:17][C:18]2[CH:19]=[CH:20][C:21]([C:37]([NH2:35])=[O:38])=[CH:22][CH:23]=2)[NH:7]1. The yield is 0.0700. (9) The reactants are [CH2:1]([O:8][C@H:9]1[C@H:14]([O:15][CH2:16][C:17]2[CH:22]=[CH:21][CH:20]=[CH:19][CH:18]=2)[C@@H:13]([O:23][CH2:24][C:25]2[CH:30]=[CH:29][CH:28]=[CH:27][CH:26]=2)[C@@:12]([C:33]2[CH:38]=[CH:37][C:36]([Cl:39])=[C:35]([CH2:40][C:41]3[CH:46]=[CH:45][C:44]([O:47][CH2:48][CH3:49])=[C:43]([F:50])[C:42]=3[F:51])[CH:34]=2)([O:31][CH3:32])[O:11][C@@:10]1([CH2:54][OH:55])[CH:52]=[O:53])[C:2]1[CH:7]=[CH:6][CH:5]=[CH:4][CH:3]=1.[BH4-].[Na+]. The catalyst is CO. The product is [CH2:1]([O:8][C@H:9]1[C@H:14]([O:15][CH2:16][C:17]2[CH:22]=[CH:21][CH:20]=[CH:19][CH:18]=2)[C@@H:13]([O:23][CH2:24][C:25]2[CH:26]=[CH:27][CH:28]=[CH:29][CH:30]=2)[C@@:12]([C:33]2[CH:38]=[CH:37][C:36]([Cl:39])=[C:35]([CH2:40][C:41]3[CH:46]=[CH:45][C:44]([O:47][CH2:48][CH3:49])=[C:43]([F:50])[C:42]=3[F:51])[CH:34]=2)([O:31][CH3:32])[O:11][C:10]1([CH2:54][OH:55])[CH2:52][OH:53])[C:2]1[CH:7]=[CH:6][CH:5]=[CH:4][CH:3]=1. The yield is 1.00.